Dataset: Merck oncology drug combination screen with 23,052 pairs across 39 cell lines. Task: Regression. Given two drug SMILES strings and cell line genomic features, predict the synergy score measuring deviation from expected non-interaction effect. (1) Drug 1: CC1CC2C3CCC4=CC(=O)C=CC4(C)C3(F)C(O)CC2(C)C1(O)C(=O)CO. Drug 2: CC(C)CC(NC(=O)C(Cc1ccccc1)NC(=O)c1cnccn1)B(O)O. Cell line: SKMEL30. Synergy scores: synergy=8.88. (2) Drug 1: C=CCn1c(=O)c2cnc(Nc3ccc(N4CCN(C)CC4)cc3)nc2n1-c1cccc(C(C)(C)O)n1. Drug 2: NC1(c2ccc(-c3nc4ccn5c(=O)[nH]nc5c4cc3-c3ccccc3)cc2)CCC1. Cell line: A427. Synergy scores: synergy=18.4. (3) Drug 1: COc1cccc2c1C(=O)c1c(O)c3c(c(O)c1C2=O)CC(O)(C(=O)CO)CC3OC1CC(N)C(O)C(C)O1. Drug 2: O=C(O)C1(Cc2cccc(Nc3nccs3)n2)CCC(Oc2cccc(Cl)c2F)CC1. Cell line: ES2. Synergy scores: synergy=-0.382. (4) Drug 1: N#Cc1ccc(Cn2cncc2CN2CCN(c3cccc(Cl)c3)C(=O)C2)cc1. Drug 2: C=CCn1c(=O)c2cnc(Nc3ccc(N4CCN(C)CC4)cc3)nc2n1-c1cccc(C(C)(C)O)n1. Cell line: A2058. Synergy scores: synergy=-10.0. (5) Drug 1: COC1CC2CCC(C)C(O)(O2)C(=O)C(=O)N2CCCCC2C(=O)OC(C(C)CC2CCC(OP(C)(C)=O)C(OC)C2)CC(=O)C(C)C=C(C)C(O)C(OC)C(=O)C(C)CC(C)C=CC=CC=C1C. Drug 2: Cn1c(=O)n(-c2ccc(C(C)(C)C#N)cc2)c2c3cc(-c4cnc5ccccc5c4)ccc3ncc21. Cell line: ES2. Synergy scores: synergy=84.6. (6) Drug 1: CN(C)C(=N)N=C(N)N. Drug 2: CC(C)CC(NC(=O)C(Cc1ccccc1)NC(=O)c1cnccn1)B(O)O. Cell line: OVCAR3. Synergy scores: synergy=-1.18.